Dataset: NCI-60 drug combinations with 297,098 pairs across 59 cell lines. Task: Regression. Given two drug SMILES strings and cell line genomic features, predict the synergy score measuring deviation from expected non-interaction effect. (1) Cell line: OVCAR-8. Drug 1: CN(C)N=NC1=C(NC=N1)C(=O)N. Drug 2: CC1C(C(CC(O1)OC2CC(CC3=C2C(=C4C(=C3O)C(=O)C5=CC=CC=C5C4=O)O)(C(=O)C)O)N)O. Synergy scores: CSS=44.4, Synergy_ZIP=-8.16, Synergy_Bliss=-6.56, Synergy_Loewe=-3.65, Synergy_HSA=-1.90. (2) Drug 1: C#CCC(CC1=CN=C2C(=N1)C(=NC(=N2)N)N)C3=CC=C(C=C3)C(=O)NC(CCC(=O)O)C(=O)O. Drug 2: N.N.Cl[Pt+2]Cl. Cell line: SK-MEL-2. Synergy scores: CSS=45.4, Synergy_ZIP=-2.14, Synergy_Bliss=-5.98, Synergy_Loewe=-3.62, Synergy_HSA=-6.81.